From a dataset of Reaction yield outcomes from USPTO patents with 853,638 reactions. Predict the reaction yield, written as a fraction of the theoretical maximum amount of product (1.0 means a 100% yield; for example, 0.34 means a 34% yield). (1) The catalyst is C(Cl)Cl.C(Cl)(Cl)Cl. The product is [CH2:3]([O:5][C:6]1[CH:7]=[C:8]([CH:25]=[CH:26][CH:27]=1)[CH2:9][N:10]1[C:14]2=[N:15][CH:16]=[N:17][C:18]([N:19]3[CH2:20][CH2:21][N:22]([C:38]([O:40][C:41]4[CH:42]=[CH:43][C:44]([N+:47]([O-:49])=[O:48])=[CH:45][CH:46]=4)=[O:39])[CH2:23][CH2:24]3)=[C:13]2[CH:12]=[N:11]1)[CH3:4]. The reactants are Cl.Cl.[CH2:3]([O:5][C:6]1[CH:7]=[C:8]([CH:25]=[CH:26][CH:27]=1)[CH2:9][N:10]1[C:14]2=[N:15][CH:16]=[N:17][C:18]([N:19]3[CH2:24][CH2:23][NH:22][CH2:21][CH2:20]3)=[C:13]2[CH:12]=[N:11]1)[CH3:4].C(N(CC)C(C)C)(C)C.Cl[C:38]([O:40][C:41]1[CH:46]=[CH:45][C:44]([N+:47]([O-:49])=[O:48])=[CH:43][CH:42]=1)=[O:39].C(=O)([O-])O.[Na+]. The yield is 1.00. (2) The reactants are [C:1]([C:5]1[CH:10]=[CH:9][C:8]([NH2:11])=[C:7]([NH2:12])[CH:6]=1)([CH3:4])([CH3:3])[CH3:2].C([NH:20][C@H:21]([C:26](O)=O)[C:22]([OH:25])([CH3:24])[CH3:23])(OC(C)(C)C)=O.C(N(CC)CC)C.C(P1(=O)OP(CCC)(=O)OP(CCC)(=O)O1)CC. The catalyst is O1CCOCC1.CCOC(C)=O. The product is [NH2:20][C@H:21]([C:26]1[NH:11][C:8]2[CH:9]=[CH:10][C:5]([C:1]([CH3:4])([CH3:2])[CH3:3])=[CH:6][C:7]=2[N:12]=1)[C:22]([CH3:24])([OH:25])[CH3:23]. The yield is 0.0200. (3) The reactants are [CH2:1]([O:3][C:4]1[CH:9]=[CH:8][CH:7]=[CH:6][C:5]=1[C:10]1[CH:15]=[CH:14][C:13]([NH2:16])=[CH:12][C:11]=1[N+:17]([O-:19])=[O:18])[CH3:2].[CH3:20][C:21]([O:24][C:25](O[C:25]([O:24][C:21]([CH3:23])([CH3:22])[CH3:20])=[O:26])=[O:26])([CH3:23])[CH3:22]. No catalyst specified. The product is [C:21]([O:24][C:25](=[O:26])[NH:16][C:13]1[CH:14]=[CH:15][C:10]([C:5]2[CH:6]=[CH:7][CH:8]=[CH:9][C:4]=2[O:3][CH2:1][CH3:2])=[C:11]([N+:17]([O-:19])=[O:18])[CH:12]=1)([CH3:23])([CH3:22])[CH3:20]. The yield is 0.830. (4) The reactants are [CH3:1][O:2][C:3]1[C:8]([O:9][CH3:10])=[CH:7][CH:6]=[CH:5][C:4]=1/[CH:11]=[CH:12]/[CH2:13][CH2:14][C:15]([OH:17])=[O:16].CCOC(C)=O. The catalyst is CO.[Pd]. The product is [CH3:1][O:2][C:3]1[C:8]([O:9][CH3:10])=[CH:7][CH:6]=[CH:5][C:4]=1[CH2:11][CH2:12][CH2:13][CH2:14][C:15]([OH:17])=[O:16]. The yield is 0.980. (5) The reactants are Cl[CH2:2][CH2:3][CH2:4][O:5][C:6]1[CH:14]=[CH:13][C:12]2[N:11]3[C@H:15]([CH3:20])[CH2:16][NH:17][C:18](=[O:19])[C:10]3=[CH:9][C:8]=2[CH:7]=1.[NH:21]1[CH2:26][CH2:25][CH2:24][CH2:23][CH2:22]1.C(=O)([O-])[O-].[K+].[K+].[I-].[K+]. No catalyst specified. The product is [CH3:20][C@H:15]1[N:11]2[C:12]3[CH:13]=[CH:14][C:6]([O:5][CH2:4][CH2:3][CH2:2][N:21]4[CH2:26][CH2:25][CH2:24][CH2:23][CH2:22]4)=[CH:7][C:8]=3[CH:9]=[C:10]2[C:18](=[O:19])[NH:17][CH2:16]1. The yield is 0.710. (6) The reactants are [C:1]([NH:4][C:5]1[CH:9]=[C:8]([Cl:10])[NH:7][C:6]=1[C:11]([O:13][CH2:14][CH3:15])=[O:12])(=[O:3])[CH3:2].[Br:16][C:17]1[CH:22]=[CH:21][C:20](B(O)O)=[CH:19][CH:18]=1.N1C=CC=CC=1.O. The catalyst is C(Cl)Cl.C([O-])(=O)C.[Cu+2].C([O-])(=O)C. The product is [C:1]([NH:4][C:5]1[CH:9]=[C:8]([Cl:10])[N:7]([C:20]2[CH:21]=[CH:22][C:17]([Br:16])=[CH:18][CH:19]=2)[C:6]=1[C:11]([O:13][CH2:14][CH3:15])=[O:12])(=[O:3])[CH3:2]. The yield is 0.274.